Dataset: Reaction yield outcomes from USPTO patents with 853,638 reactions. Task: Predict the reaction yield, written as a fraction of the theoretical maximum amount of product (1.0 means a 100% yield; for example, 0.34 means a 34% yield). (1) The reactants are ClC(Cl)(Cl)[C:3]([C:5]1[C:13]2[C:8](=[CH:9][N:10]=[CH:11][CH:12]=2)[NH:7][CH:6]=1)=[O:4].[CH3:16][O-:17].[Na+].CO. The catalyst is CO. The product is [CH3:16][O:17][C:3]([C:5]1[C:13]2[C:8](=[CH:9][N:10]=[CH:11][CH:12]=2)[NH:7][CH:6]=1)=[O:4]. The yield is 0.770. (2) The reactants are [Br:1][C:2]1[CH:7]=[C:6]([N+:8]([O-])=O)[CH:5]=[CH:4][C:3]=1[O:11][CH3:12].[CH:13]([Mg]Br)=[CH2:14]. The catalyst is C1COCC1. The product is [Br:1][C:2]1[C:3]([O:11][CH3:12])=[CH:4][CH:5]=[C:6]2[C:7]=1[CH:13]=[CH:14][NH:8]2. The yield is 0.0300.